From a dataset of Full USPTO retrosynthesis dataset with 1.9M reactions from patents (1976-2016). Predict the reactants needed to synthesize the given product. (1) Given the product [ClH:1].[CH3:10][O:9][C:7](=[O:8])[C:6]1[CH:5]=[CH:14][CH:13]=[C:12]([CH2:24][CH2:25][NH2:26])[CH:11]=1, predict the reactants needed to synthesize it. The reactants are: [ClH:1].NCC[C:5]1[CH:14]=[CH:13][CH:12]=[CH:11][C:6]=1[C:7]([O:9][CH3:10])=[O:8].COC(=O)C1C=CC=CC=1[CH2:24][C:25]#[N:26].Cl. (2) Given the product [Br:1][C:2]1[CH:9]=[C:8]([F:10])[C:7]([CH2:11][OH:12])=[CH:6][C:3]=1[C:4]#[N:5], predict the reactants needed to synthesize it. The reactants are: [Br:1][C:2]1[CH:9]=[C:8]([F:10])[C:7]([CH:11]=[O:12])=[CH:6][C:3]=1[C:4]#[N:5].[BH4-].[Na+]. (3) The reactants are: [CH:1]1([C:4]2[N:8](C(OC(C)(C)C)=O)[C:7]3[CH:16]=[C:17]([C:29]4[C:30]([CH3:35])=[N:31][O:32][C:33]=4[CH3:34])[CH:18]=[C:19]([C:20]([C@@H:22]4[CH2:28][CH2:27][C:24]5([CH2:26][CH2:25]5)[O:23]4)=[O:21])[C:6]=3[N:5]=2)[CH2:3][CH2:2]1.[NH4+:36].[Cl-]. Given the product [CH:1]1([C:4]2[NH:8][C:7]3[CH:16]=[C:17]([C:29]4[C:30]([CH3:35])=[N:31][O:32][C:33]=4[CH3:34])[CH:18]=[C:19]([C@:20]([C:18]4[CH:19]=[CH:6][CH:7]=[C:16]([CH3:17])[N:36]=4)([C@@H:22]4[CH2:28][CH2:27][C:24]5([CH2:25][CH2:26]5)[O:23]4)[OH:21])[C:6]=3[N:5]=2)[CH2:3][CH2:2]1, predict the reactants needed to synthesize it. (4) Given the product [CH:1]1([CH2:6][CH:7]([C:16]2[CH:21]=[CH:20][C:19]([S:22][CH2:24][C:25]([O:27][C:28]([CH3:31])([CH3:30])[CH3:29])=[O:26])=[N:18][CH:17]=2)[C:8](=[O:9])[NH:10][C:11]2[S:12][CH:13]=[CH:14][N:15]=2)[CH2:5][CH2:4][CH2:3][CH2:2]1, predict the reactants needed to synthesize it. The reactants are: [CH:1]1([CH2:6][CH:7]([C:16]2[CH:17]=[N:18][C:19]([SH:22])=[CH:20][CH:21]=2)[C:8]([NH:10][C:11]2[S:12][CH:13]=[CH:14][N:15]=2)=[O:9])[CH2:5][CH2:4][CH2:3][CH2:2]1.Br[CH2:24][C:25]([O:27][C:28]([CH3:31])([CH3:30])[CH3:29])=[O:26]. (5) The reactants are: [CH:1]1([CH:7]([NH:21][C:22]2[CH:30]=[CH:29][C:25]([C:26](O)=[O:27])=[CH:24][CH:23]=2)[C:8]2[CH:12]=[C:11]([C:13]3[CH2:14][CH2:15][S:16][CH2:17][CH:18]=3)[S:10][C:9]=2[CH2:19][CH3:20])[CH2:6][CH2:5][CH2:4][CH2:3][CH2:2]1.[CH3:31][NH:32][CH2:33][CH2:34][C:35]([O:37]CC)=[O:36].O.ON1C2C=CC=CC=2N=N1.Cl.C(N=C=NCCCN(C)C)C.[Cl-].[NH4+].[OH-].[Na+]. Given the product [CH:1]1([CH:7]([NH:21][C:22]2[CH:30]=[CH:29][C:25]([C:26]([N:32]([CH3:31])[CH2:33][CH2:34][C:35]([OH:37])=[O:36])=[O:27])=[CH:24][CH:23]=2)[C:8]2[CH:12]=[C:11]([C:13]3[CH2:14][CH2:15][S:16][CH2:17][CH:18]=3)[S:10][C:9]=2[CH2:19][CH3:20])[CH2:6][CH2:5][CH2:4][CH2:3][CH2:2]1, predict the reactants needed to synthesize it. (6) Given the product [CH2:1]([C:3]1[CH:4]=[C:5]([CH2:6][N:7]2[CH:3]=[CH:10][N:11]=[C:12]2[CH3:13])[CH:8]=[CH:9][C:10]=1[N:11]([CH3:22])[C:12]1[N:17]=[CH:16][C:15]2[N:18]=[CH:19][N:20]([CH3:21])[C:14]=2[CH:13]=1)[CH3:2], predict the reactants needed to synthesize it. The reactants are: [CH2:1]([C:3]1[CH:4]=[C:5]([CH:8]=[CH:9][C:10]=1[N:11]([CH3:22])[C:12]1[N:17]=[CH:16][C:15]2[N:18]=[CH:19][N:20]([CH3:21])[C:14]=2[CH:13]=1)[C:6]#[N:7])[CH3:2]. (7) Given the product [NH2:21][C:12]1[N:13]=[C:14]([N:45]2[CH2:46][CH2:47][N:52]([C:32](=[O:34])[CH2:31][O:30][C:29]3[CH:28]=[CH:27][C:26]([O:25][CH3:24])=[CH:36][CH:35]=3)[CH2:60][CH2:59]2)[C:15]2[N:16]=[C:8]([CH2:7][CH2:6][C:5]3[CH:22]=[CH:23][C:2]([F:1])=[CH:3][CH:4]=3)[S:9][C:10]=2[N:11]=1, predict the reactants needed to synthesize it. The reactants are: [F:1][C:2]1[CH:23]=[CH:22][C:5]([CH2:6][CH2:7][C:8]2[S:9][C:10]3[N:11]=[C:12]([NH2:21])[N:13]=[C:14](S(C)(=O)=O)[C:15]=3[N:16]=2)=[CH:4][CH:3]=1.[CH3:24][O:25][C:26]1[CH:36]=[CH:35][C:29]([O:30][CH2:31][C:32]([OH:34])=O)=[CH:28][CH:27]=1.CN(C(O[N:45]1N=[N:52][C:47]2C=CC=C[C:46]1=2)=[N+](C)C)C.[B-](F)(F)(F)F.[CH3:59][CH2:60]N(C(C)C)C(C)C. (8) Given the product [NH2:43][C:44]1[CH:53]=[CH:52][C:51]2[C:50]([N:54]([C:55]([O:57][C:58]([CH3:59])([CH3:61])[CH3:60])=[O:56])[C:62]([O:64][C:65]([CH3:67])([CH3:66])[CH3:68])=[O:63])=[N:49][CH:48]=[CH:47][C:46]=2[C:45]=1[C:23]([O:22][C:4]1[CH:5]=[CH:6][CH:7]=[CH:8][CH:3]=1)=[O:76], predict the reactants needed to synthesize it. The reactants are: CC1(C)C2[C:23](=C(P(C3C=CC=CC=3)C3C=CC=CC=3)C=CC=2)[O:22][C:4]2[C:5](P(C3C=CC=CC=3)C3C=CC=CC=3)=[CH:6][CH:7]=[CH:8][C:3]1=2.[NH2:43][C:44]1[C:45](I)=[C:46]2[C:51](=[CH:52][CH:53]=1)[C:50]([N:54]([C:62]([O:64][C:65]([CH3:68])([CH3:67])[CH3:66])=[O:63])[C:55]([O:57][C:58]([CH3:61])([CH3:60])[CH3:59])=[O:56])=[N:49][CH:48]=[CH:47]2.C1([OH:76])C=CC=CC=1.C(N(CC)CC)C. (9) Given the product [C:1]([C:5]([C:8]([C:11]([O:14][CH2:15][C:16]([C:19]([OH:23])=[O:20])([F:17])[F:18])([F:13])[F:12])([F:9])[F:10])([F:6])[F:7])([F:3])([F:2])[F:4], predict the reactants needed to synthesize it. The reactants are: [C:1]([C:5]([C:8]([C:11]([O:14][CH2:15][C:16]([C:19](F)=[O:20])([F:18])[F:17])([F:13])[F:12])([F:10])[F:9])([F:7])[F:6])([F:4])([F:3])[F:2].S(=O)(=O)(O)[OH:23].